Dataset: Forward reaction prediction with 1.9M reactions from USPTO patents (1976-2016). Task: Predict the product of the given reaction. (1) Given the reactants [C:1]([O:5][C:6]([N:8]1[CH2:17][CH2:16][C:15]2[C:10](=[C:11]([OH:18])[CH:12]=[CH:13][CH:14]=2)[CH2:9]1)=[O:7])([CH3:4])([CH3:3])[CH3:2].C([O-])([O-])=O.[K+].[K+].[CH2:25]([O:27][C:28](=[O:31])[CH2:29]Br)[CH3:26], predict the reaction product. The product is: [C:1]([O:5][C:6]([N:8]1[CH2:17][CH2:16][C:15]2[C:10](=[C:11]([O:18][CH2:29][C:28]([O:27][CH2:25][CH3:26])=[O:31])[CH:12]=[CH:13][CH:14]=2)[CH2:9]1)=[O:7])([CH3:4])([CH3:2])[CH3:3]. (2) Given the reactants [F:1]/[C:2](=[CH:6]\[C:7]1[CH:8]=[N:9][CH:10]=[CH:11][CH:12]=1)/[C:3]([OH:5])=O.[C:13]1([S:19]([C:22]2[CH:28]=[CH:27][C:25]([NH2:26])=[CH:24][CH:23]=2)(=[O:21])=[O:20])[CH:18]=[CH:17][CH:16]=[CH:15][CH:14]=1.CN(C(ON1N=NC2C=CC=NC1=2)=[N+](C)C)C.F[P-](F)(F)(F)(F)F.CCN(C(C)C)C(C)C, predict the reaction product. The product is: [F:1]/[C:2](=[CH:6]\[C:7]1[CH:8]=[N:9][CH:10]=[CH:11][CH:12]=1)/[C:3]([NH:26][C:25]1[CH:24]=[CH:23][C:22]([S:19]([C:13]2[CH:18]=[CH:17][CH:16]=[CH:15][CH:14]=2)(=[O:21])=[O:20])=[CH:28][CH:27]=1)=[O:5].